This data is from Forward reaction prediction with 1.9M reactions from USPTO patents (1976-2016). The task is: Predict the product of the given reaction. Given the reactants Br[CH2:2][CH:3]1[CH2:5][C:4]1(F)F.BrCC1CC1.[CH3:13][C:14]1[N:15]=[C:16]([N:24]2[C:28](=[O:29])[NH:27][N:26]=[CH:25]2)[S:17][C:18]=1[C:19]([O:21][CH2:22][CH3:23])=[O:20], predict the reaction product. The product is: [CH:5]1([CH2:4][N:27]2[C:28](=[O:29])[N:24]([C:16]3[S:17][C:18]([C:19]([O:21][CH2:22][CH3:23])=[O:20])=[C:14]([CH3:13])[N:15]=3)[CH:25]=[N:26]2)[CH2:3][CH2:2]1.